Dataset: Full USPTO retrosynthesis dataset with 1.9M reactions from patents (1976-2016). Task: Predict the reactants needed to synthesize the given product. (1) The reactants are: [C:1]([C:8]1[O:9][C:10]([CH2:17][NH2:18])=[C:11]([C:13]([O:15]C)=[O:14])[N:12]=1)([O:3][C:4]([CH3:7])([CH3:6])[CH3:5])=[O:2]. Given the product [C:1]([C:8]1[O:9][C:10]([CH2:17][NH2:18])=[C:11]([C:13]([OH:15])=[O:14])[N:12]=1)([O:3][C:4]([CH3:7])([CH3:6])[CH3:5])=[O:2], predict the reactants needed to synthesize it. (2) Given the product [Br:1][C:2]1[CH:3]=[C:4]([CH:8]=[C:9]([Cl:11])[CH:10]=1)[C:5]([NH:50][C:46]([CH3:48])([CH3:47])[CH3:45])=[O:7], predict the reactants needed to synthesize it. The reactants are: [Br:1][C:2]1[CH:3]=[C:4]([CH:8]=[C:9]([Cl:11])[CH:10]=1)[C:5]([OH:7])=O.CN(C(ON1N=NC2C=CC=NC1=2)=[N+](C)C)C.F[P-](F)(F)(F)(F)F.CCN(C(C)C)C(C)C.[CH3:45][C:46]([NH2:50])([CH2:48]C)[CH3:47]. (3) Given the product [C:8]([O:11][CH2:12][C:13]1[CH2:20][S:19][C@@H:18]2[N:15]([C:16](=[O:22])[C@H:17]2[NH:21][C:5](=[O:7])[CH2:4][N:1]=[N+:2]=[N-:3])[C:14]=1[C:23]([O:25][CH3:26])=[O:24])(=[O:10])[CH3:9], predict the reactants needed to synthesize it. The reactants are: [N:1]([CH2:4][C:5]([OH:7])=O)=[N+:2]=[N-:3].[C:8]([O:11][CH2:12][C:13]1[CH2:20][S:19][C@@H:18]2[N:15]([C:16](=[O:22])[C@H:17]2[NH2:21])[C:14]=1[C:23]([O:25][CH3:26])=[O:24])(=[O:10])[CH3:9].CN(C(ON1N=NC2C=CC=NC1=2)=[N+](C)C)C.F[P-](F)(F)(F)(F)F.C1N=CN(C(N2C=NC=C2)=O)C=1.CN1CCOCC1. (4) The reactants are: C1(O[C:8](=O)[N:9](C)[CH2:10][CH2:11][N:12]2[CH2:18][CH2:17][CH2:16][CH2:15][C:14]3[CH:19]=[C:20]([NH:23][C:24]([C:26]4[S:27][CH:28]=[CH:29][CH:30]=4)=[NH:25])[CH:21]=[CH:22][C:13]2=3)C=CC=CC=1.[OH-].[Na+].O. Given the product [CH3:8][NH:9][CH2:10][CH2:11][N:12]1[CH2:18][CH2:17][CH2:16][CH2:15][C:14]2[CH:19]=[C:20]([NH:23][C:24]([C:26]3[S:27][CH:28]=[CH:29][CH:30]=3)=[NH:25])[CH:21]=[CH:22][C:13]1=2, predict the reactants needed to synthesize it.